From a dataset of Reaction yield outcomes from USPTO patents with 853,638 reactions. Predict the reaction yield, written as a fraction of the theoretical maximum amount of product (1.0 means a 100% yield; for example, 0.34 means a 34% yield). (1) The reactants are [NH2:1][C:2]1[CH:7]=[CH:6][C:5]([CH2:8][CH2:9][CH2:10][C:11]([OH:13])=[O:12])=[CH:4][CH:3]=1.C1C(=O)N([O:21][C:22]([O:24][CH2:25][CH:26]2[C:38]3[C:33](=[CH:34][CH:35]=[CH:36][CH:37]=3)[C:32]3[C:27]2=[CH:28][CH:29]=[CH:30][CH:31]=3)=O)C(=O)C1.C1COCC1. The catalyst is C([O-])(O)=O.[Na+]. The product is [CH:37]1[C:38]2[CH:26]([CH2:25][O:24][C:22]([NH:1][C:2]3[CH:3]=[CH:4][C:5]([CH2:8][CH2:9][CH2:10][C:11]([OH:13])=[O:12])=[CH:6][CH:7]=3)=[O:21])[C:27]3[C:32](=[CH:31][CH:30]=[CH:29][CH:28]=3)[C:33]=2[CH:34]=[CH:35][CH:36]=1. The yield is 0.980. (2) The reactants are C([N:9]1[CH2:22][CH2:21][CH:20]2[CH:12]([NH:13][C:14]3[CH:15]=[C:16]([Cl:24])[C:17]([Cl:23])=[CH:18][C:19]=32)[CH2:11][CH2:10]1)(=O)C1C=CC=CC=1.[OH-].[K+].C(O)CO. The catalyst is O. The product is [Cl:24][C:16]1[C:17]([Cl:23])=[CH:18][C:19]2[C@@H:20]3[CH2:21][CH2:22][NH:9][CH2:10][CH2:11][C@H:12]3[NH:13][C:14]=2[CH:15]=1. The yield is 0.220. (3) The reactants are [NH2:1][CH:2]1[CH2:8][CH:7]2[N:9]([C:10]([O:12][C:13]([CH3:16])([CH3:15])[CH3:14])=[O:11])[CH:4]([CH2:5][CH2:6]2)[CH2:3]1.[C:17]([O-:20])(O)=O.[Na+].ClC(Cl)(OC(=O)OC(Cl)(Cl)Cl)Cl.Cl.Cl.[NH:36]1[CH2:40][CH2:39][C@@H:38]([NH:41][C:42]2[CH:49]=[CH:48][C:45]([C:46]#[N:47])=[CH:44]C=2)[CH2:37]1.[N:50]1C=CC=CC=1. The catalyst is C(Cl)Cl.[Cl-].[Na+].O.CCOC(C)=O. The product is [C:46]([C:45]1[CH:48]=[CH:49][C:42]([NH:41][C@@H:38]2[CH2:39][CH2:40][N:36]([C:17]([NH:1][CH:2]3[CH2:3][CH:4]4[N:9]([C:10]([O:12][C:13]([CH3:16])([CH3:15])[CH3:14])=[O:11])[CH:7]([CH2:6][CH2:5]4)[CH2:8]3)=[O:20])[CH2:37]2)=[N:50][CH:44]=1)#[N:47]. The yield is 0.180.